This data is from Forward reaction prediction with 1.9M reactions from USPTO patents (1976-2016). The task is: Predict the product of the given reaction. (1) Given the reactants [N:1]([CH2:4][C:5]([O:7][CH2:8][CH3:9])=[O:6])=[N+:2]=[N-:3].[OH:10][C:11]1[CH:12]=[C:13]([CH:16]=[CH:17][CH:18]=1)[C:14]#N.O=[C:20]1O[C@H]([C@H](CO)O)C([O-])=C1O.[Na+], predict the reaction product. The product is: [CH2:8]([O:7][C:5](=[O:6])[CH2:4][N:1]1[CH:20]=[C:14]([C:13]2[CH:16]=[CH:17][CH:18]=[C:11]([OH:10])[CH:12]=2)[N:3]=[N:2]1)[CH3:9]. (2) Given the reactants [C:1]([O:5][C:6](=[O:21])[CH2:7][C@@H:8]([CH2:12][CH2:13][CH2:14][CH:15]1[CH2:20][CH2:19][CH2:18][CH2:17][CH2:16]1)[C:9]([OH:11])=[O:10])([CH3:4])([CH3:3])[CH3:2].O.ON1C2C=CC=CC=2N=N1.C1(N=C=NC2CCCCC2)CCCCC1.C(=O)([O-])[O-].[Na+].[Na+].[NH2:54][C:55](=[N:61]O)[C:56]([O:58][CH2:59][CH3:60])=[O:57], predict the reaction product. The product is: [NH2:61]/[C:55](=[N:54]\[O:10][C:9]([C@H:8]([CH2:12][CH2:13][CH2:14][CH:15]1[CH2:16][CH2:17][CH2:18][CH2:19][CH2:20]1)[CH2:7][C:6]([O:5][C:1]([CH3:4])([CH3:2])[CH3:3])=[O:21])=[O:11])/[C:56]([O:58][CH2:59][CH3:60])=[O:57]. (3) Given the reactants I[C:2]1[C:10]2[C:5](=[N:6][CH:7]=[N:8][C:9]=2[NH2:11])[N:4]([CH:12]2[CH2:17][CH2:16][N:15]([CH3:18])[CH2:14][CH2:13]2)[N:3]=1.[CH3:19][O:20][C:21]1[CH:26]=[C:25](B2OC(C)(C)C(C)(C)O2)[CH:24]=[CH:23][C:22]=1[NH:36][C:37](=[O:43])[O:38][C:39]([CH3:42])([CH3:41])[CH3:40].C(=O)([O-])[O-].[Na+].[Na+].COCCOC, predict the reaction product. The product is: [NH2:11][C:9]1[N:8]=[CH:7][N:6]=[C:5]2[N:4]([CH:12]3[CH2:17][CH2:16][N:15]([CH3:18])[CH2:14][CH2:13]3)[N:3]=[C:2]([C:25]3[CH:24]=[CH:23][C:22]([NH:36][C:37](=[O:43])[O:38][C:39]([CH3:40])([CH3:41])[CH3:42])=[C:21]([O:20][CH3:19])[CH:26]=3)[C:10]=12. (4) Given the reactants C(N(CC)CC)C.[OH:8][N:9]1[C:13](=[O:14])[C:12]2=[CH:15][CH:16]=[CH:17][CH:18]=[C:11]2[C:10]1=[O:19].[NH2:20][C:21]1[C:30]2[N:31]=[C:32]([CH2:45]Cl)[N:33]([CH2:34][CH2:35][CH2:36][NH:37][C:38](=[O:44])[O:39][C:40]([CH3:43])([CH3:42])[CH3:41])[C:29]=2[C:28]2[CH:27]=[CH:26][CH:25]=[CH:24][C:23]=2[N:22]=1, predict the reaction product. The product is: [NH2:20][C:21]1[C:30]2[N:31]=[C:32]([CH2:45][O:8][N:9]3[C:10](=[O:19])[C:11]4[C:12](=[CH:15][CH:16]=[CH:17][CH:18]=4)[C:13]3=[O:14])[N:33]([CH2:34][CH2:35][CH2:36][NH:37][C:38](=[O:44])[O:39][C:40]([CH3:41])([CH3:43])[CH3:42])[C:29]=2[C:28]2[CH:27]=[CH:26][CH:25]=[CH:24][C:23]=2[N:22]=1.